Dataset: Full USPTO retrosynthesis dataset with 1.9M reactions from patents (1976-2016). Task: Predict the reactants needed to synthesize the given product. (1) Given the product [CH3:5][C:6]([CH2:11][CH2:12][CH:13]=[C:14]([CH3:21])[CH2:15][CH2:16][CH:17]=[C:18]([CH3:20])[CH3:19])=[CH:7][C:8]([Cl:3])=[O:9], predict the reactants needed to synthesize it. The reactants are: S(Cl)([Cl:3])=O.[CH3:5][C:6]([CH2:11][CH2:12][CH:13]=[C:14]([CH3:21])[CH2:15][CH2:16][CH:17]=[C:18]([CH3:20])[CH3:19])=[CH:7][C:8](O)=[O:9].N1C=CC=CC=1. (2) Given the product [CH:21]1([C:17]2[CH:18]=[C:19]([CH3:20])[C:14]([N:11]3[CH2:10][CH2:9][NH:8][CH2:13][CH2:12]3)=[N:15][CH:16]=2)[CH2:22][CH2:23][CH2:24][CH2:25]1, predict the reactants needed to synthesize it. The reactants are: C(OC([N:8]1[CH2:13][CH2:12][N:11]([C:14]2[C:19]([CH3:20])=[CH:18][C:17]([CH:21]3[CH2:25][CH2:24][CH2:23][CH2:22]3)=[CH:16][N:15]=2)[CH2:10][CH2:9]1)=O)(C)(C)C.Cl.C(OCC)(=O)C.[OH-].[Na+]. (3) Given the product [NH2:2][CH2:1][CH2:3][CH2:4][N:5]1[CH2:10][CH2:9][CH:8]([C:11]2[CH:12]=[C:13]([NH:17][C:18](=[O:20])[CH3:19])[CH:14]=[CH:15][CH:16]=2)[CH2:7][CH2:6]1, predict the reactants needed to synthesize it. The reactants are: [C:1]([CH2:3][CH2:4][N:5]1[CH2:10][CH2:9][CH:8]([C:11]2[CH:12]=[C:13]([NH:17][C:18](=[O:20])[CH3:19])[CH:14]=[CH:15][CH:16]=2)[CH2:7][CH2:6]1)#[N:2]. (4) Given the product [Cl:1][C:2]1[CH:6]=[N:5][N:4]([CH3:7])[C:3]=1[C:8]1[CH:9]=[C:10]([NH:23][C:30]([C:28]2[S:29][C:25]([Cl:24])=[CH:26][CH:27]=2)=[O:31])[CH:11]=[CH:12][C:13]=1[O:14][CH2:15][CH2:16][N:17]1[CH2:18][CH2:19][O:20][CH2:21][CH2:22]1, predict the reactants needed to synthesize it. The reactants are: [Cl:1][C:2]1[CH:6]=[N:5][N:4]([CH3:7])[C:3]=1[C:8]1[CH:9]=[C:10]([NH2:23])[CH:11]=[CH:12][C:13]=1[O:14][CH2:15][CH2:16][N:17]1[CH2:22][CH2:21][O:20][CH2:19][CH2:18]1.[Cl:24][C:25]1[S:29][C:28]([C:30](O)=[O:31])=[CH:27][CH:26]=1.CN(C(ON1N=NC2C=CC=NC1=2)=[N+](C)C)C.F[P-](F)(F)(F)(F)F.CCN(C(C)C)C(C)C.